From a dataset of Full USPTO retrosynthesis dataset with 1.9M reactions from patents (1976-2016). Predict the reactants needed to synthesize the given product. (1) Given the product [C:1]([C@H:5]1[CH2:10][CH2:9][C@H:8]([NH:11][C:12]2[N:13]=[CH:14][C:15]3[C:20]([CH:21]=2)=[CH:19][C:18]([C:22]([NH:26][C:27]24[CH2:28][CH2:29][C:30]([C:35]([O:37][CH3:38])=[O:36])([CH2:33][CH2:34]2)[CH2:31][CH2:32]4)=[O:23])=[CH:17][CH:16]=3)[CH2:7][CH2:6]1)([CH3:4])([CH3:2])[CH3:3], predict the reactants needed to synthesize it. The reactants are: [C:1]([C@H:5]1[CH2:10][CH2:9][C@H:8]([NH:11][C:12]2[N:13]=[CH:14][C:15]3[C:20]([CH:21]=2)=[CH:19][C:18]([C:22](O)=[O:23])=[CH:17][CH:16]=3)[CH2:7][CH2:6]1)([CH3:4])([CH3:3])[CH3:2].Cl.[NH2:26][C:27]12[CH2:34][CH2:33][C:30]([C:35]([O:37][CH3:38])=[O:36])([CH2:31][CH2:32]1)[CH2:29][CH2:28]2.CCN(C(C)C)C(C)C.CN(C(ON1N=NC2C=CC=NC1=2)=[N+](C)C)C.F[P-](F)(F)(F)(F)F. (2) Given the product [F:18][C:15]1[CH:16]=[CH:17][C:12]([C:7]2[C:6]([C:4]3[N:3]=[CH:2][N:1]([C:24]4[CH:23]=[CH:22][CH:21]=[C:20]([F:19])[CH:25]=4)[CH:5]=3)=[C:10]([CH3:11])[O:9][N:8]=2)=[CH:13][CH:14]=1, predict the reactants needed to synthesize it. The reactants are: [NH:1]1[CH:5]=[C:4]([C:6]2[C:7]([C:12]3[CH:17]=[CH:16][C:15]([F:18])=[CH:14][CH:13]=3)=[N:8][O:9][C:10]=2[CH3:11])[N:3]=[CH:2]1.[F:19][C:20]1[CH:21]=[C:22](B(O)O)[CH:23]=[CH:24][CH:25]=1. (3) Given the product [Cl:37][C:19]1[C:20]([NH:22][C:23]2[CH:28]=[CH:27][C:26]([N:29]3[CH2:30][CH2:31][O:32][CH2:33][CH2:34]3)=[CH:25][C:24]=2[O:35][CH3:36])=[N:21][C:16]([NH:13][C:10]2[CH:11]=[CH:12][C:5]3[CH2:4][CH2:3][C:2]([F:14])([F:1])[CH2:8][CH2:7][C:6]=3[CH:9]=2)=[N:17][CH:18]=1, predict the reactants needed to synthesize it. The reactants are: [F:1][C:2]1([F:14])[CH2:8][CH2:7][C:6]2[CH:9]=[C:10]([NH2:13])[CH:11]=[CH:12][C:5]=2[CH2:4][CH2:3]1.Cl[C:16]1[N:21]=[C:20]([NH:22][C:23]2[CH:28]=[CH:27][C:26]([N:29]3[CH2:34][CH2:33][O:32][CH2:31][CH2:30]3)=[CH:25][C:24]=2[O:35][CH3:36])[C:19]([Cl:37])=[CH:18][N:17]=1.C(O)(C)C.Cl.O1CCOCC1. (4) Given the product [C:18]([O:17][C:15]([N:12]1[CH2:13][CH2:14][CH:9]([O:8][C:5]2[CH:6]=[N:7][C:2]([N:22]3[C:30]4[C:25](=[CH:26][C:27]([N:31]5[CH2:35][CH2:34][O:33][C:32]5=[O:36])=[CH:28][CH:29]=4)[CH:24]=[CH:23]3)=[CH:3][CH:4]=2)[CH2:10][CH2:11]1)=[O:16])([CH3:21])([CH3:20])[CH3:19], predict the reactants needed to synthesize it. The reactants are: Cl[C:2]1[N:7]=[CH:6][C:5]([O:8][CH:9]2[CH2:14][CH2:13][N:12]([C:15]([O:17][C:18]([CH3:21])([CH3:20])[CH3:19])=[O:16])[CH2:11][CH2:10]2)=[CH:4][CH:3]=1.[NH:22]1[C:30]2[C:25](=[CH:26][C:27]([N:31]3[CH2:35][CH2:34][O:33][C:32]3=[O:36])=[CH:28][CH:29]=2)[CH:24]=[CH:23]1. (5) Given the product [C:31]([CH2:36][CH2:37][N:38]([CH3:58])[CH2:39][C@H:40]1[O:44][C@@H:43]([N:45]2[C:54]3[N:53]=[CH:52][N:51]=[C:49]([NH2:50])[C:48]=3[N:47]=[C:46]2[CH2:55][CH3:1])[C@H:42]([OH:56])[C@@H:41]1[OH:57])([O:33][CH2:34][CH3:35])=[O:32], predict the reactants needed to synthesize it. The reactants are: [CH2:1](OC(=NOCCN(C)C[C@H]1O[C@@H](N2C3N=CN=C(N)C=3N=C2C)[C@H](O)[C@@H]1O)C)C.[C:31]([CH2:36][CH2:37][N:38]([CH3:58])[CH2:39][C@H:40]1[O:44][C@@H:43]([N:45]2[C:54]3[N:53]=[CH:52][N:51]=[C:49]([NH2:50])[C:48]=3[N:47]=[C:46]2[CH3:55])[C@H:42]([OH:56])[C@@H:41]1[OH:57])([O:33][CH2:34][CH3:35])=[O:32].CNC[C@H]1O[C@@H](N2C3N=CN=C(N)C=3N=C2CC)[C@H](O)[C@@H]1O.ClCCC(OCC)=O.CCN(C(C)C)C(C)C. (6) Given the product [NH2:1][C:2]1[C:3]([C:17]([OH:19])=[O:18])=[N:4][C:5]([C:9]2[C:14]([F:15])=[CH:13][CH:12]=[CH:11][C:10]=2[F:16])=[C:6]([F:8])[CH:7]=1, predict the reactants needed to synthesize it. The reactants are: [NH2:1][C:2]1[C:3]([C:17]([O:19]C)=[O:18])=[N:4][C:5]([C:9]2[C:14]([F:15])=[CH:13][CH:12]=[CH:11][C:10]=2[F:16])=[C:6]([F:8])[CH:7]=1.O.[OH-].[Li+].C1COCC1.Cl.